Dataset: Forward reaction prediction with 1.9M reactions from USPTO patents (1976-2016). Task: Predict the product of the given reaction. (1) The product is: [Cl:19][C:13]1[CH:14]=[CH:15][CH:16]=[C:17]([Cl:18])[C:12]=1[C:11]1[C:5]2[O:4][C@@H:3]([CH2:2][N:22]([CH3:23])[CH3:21])[CH2:7][C:6]=2[CH:8]=[C:9]([F:20])[CH:10]=1. Given the reactants Br[CH2:2][C@H:3]1[CH2:7][C:6]2[CH:8]=[C:9]([F:20])[CH:10]=[C:11]([C:12]3[C:17]([Cl:18])=[CH:16][CH:15]=[CH:14][C:13]=3[Cl:19])[C:5]=2[O:4]1.[CH3:21][NH:22][CH3:23], predict the reaction product. (2) The product is: [C:24]([C:5]1[C:6]([NH:8][CH:9]2[CH2:23][CH:12]3[CH2:13][N:14]([C:16]([O:18][C:19]([CH3:22])([CH3:21])[CH3:20])=[O:17])[CH2:15][CH:11]3[CH2:10]2)=[N:7][C:2]([NH:36][C:31]2[CH:30]=[N:29][N:28]([CH3:27])[CH:32]=2)=[N:3][CH:4]=1)#[N:25]. Given the reactants Cl[C:2]1[N:7]=[C:6]([NH:8][CH:9]2[CH2:23][CH:12]3[CH2:13][N:14]([C:16]([O:18][C:19]([CH3:22])([CH3:21])[CH3:20])=[O:17])[CH2:15][CH:11]3[CH2:10]2)[C:5]([C:24]#[N:25])=[CH:4][N:3]=1.Cl.[CH3:27][N:28]1[CH:32]=[CH:31][C:30](N)=[N:29]1.CC[N:36](C(C)C)C(C)C, predict the reaction product. (3) Given the reactants CN(C)/[CH:3]=[CH:4]/[C:5]([C:7]1[C:12](=[O:13])[CH:11]=[CH:10][N:9]([C:14]2[CH:19]=[CH:18][C:17]([C:20]([F:23])([F:22])[F:21])=[CH:16][CH:15]=2)[N:8]=1)=O.[C:25]1([CH3:33])[CH:30]=[CH:29][CH:28]=[CH:27][C:26]=1[NH:31][NH2:32], predict the reaction product. The product is: [C:25]1([CH3:33])[CH:30]=[CH:29][CH:28]=[CH:27][C:26]=1[N:31]1[C:5]([C:7]2[C:12](=[O:13])[CH:11]=[CH:10][N:9]([C:14]3[CH:19]=[CH:18][C:17]([C:20]([F:22])([F:21])[F:23])=[CH:16][CH:15]=3)[N:8]=2)=[CH:4][CH:3]=[N:32]1. (4) Given the reactants [CH3:1][C:2]1[CH:3]=[C:4]([CH:21]=[CH:22][C:23]=1[N+:24]([O-:26])=[O:25])[CH2:5][N:6]1[CH:10]=[C:9]([C:11](O)=[O:12])[C:8]([C:14]([F:20])([F:19])[C:15]([F:18])([F:17])[F:16])=[N:7]1.C(Cl)(=O)C([Cl:30])=O, predict the reaction product. The product is: [CH3:1][C:2]1[CH:3]=[C:4]([CH:21]=[CH:22][C:23]=1[N+:24]([O-:26])=[O:25])[CH2:5][N:6]1[CH:10]=[C:9]([C:11]([Cl:30])=[O:12])[C:8]([C:14]([F:20])([F:19])[C:15]([F:18])([F:17])[F:16])=[N:7]1.